Dataset: Peptide-MHC class I binding affinity with 185,985 pairs from IEDB/IMGT. Task: Regression. Given a peptide amino acid sequence and an MHC pseudo amino acid sequence, predict their binding affinity value. This is MHC class I binding data. (1) The peptide sequence is RRQDILDLWIY. The MHC is HLA-A02:06 with pseudo-sequence HLA-A02:06. The binding affinity (normalized) is 0. (2) The peptide sequence is TVYNGTSKY. The MHC is SLA-10701 with pseudo-sequence YYAEYRNIYETTYVNTLYIIYRDYTWAVLSYRGY. The binding affinity (normalized) is 0.625. (3) The peptide sequence is KAFSPEVIPMF. The MHC is HLA-B27:05 with pseudo-sequence HLA-B27:05. The binding affinity (normalized) is 0.219. (4) The binding affinity (normalized) is 0.744. The peptide sequence is GMLECGFPT. The MHC is HLA-A02:12 with pseudo-sequence HLA-A02:12. (5) The peptide sequence is TAFTIPST. The MHC is HLA-B15:01 with pseudo-sequence HLA-B15:01. The binding affinity (normalized) is 0.0170.